From a dataset of Reaction yield outcomes from USPTO patents with 853,638 reactions. Predict the reaction yield, written as a fraction of the theoretical maximum amount of product (1.0 means a 100% yield; for example, 0.34 means a 34% yield). (1) The reactants are [C:1]([O:4][CH2:5][C:6]1[C:11]([N:12]2[CH2:24][CH2:23][C:22]3[N:21]4[C:16]([CH2:17][CH2:18][CH2:19][CH2:20]4)=[CH:15][C:14]=3[C:13]2=[O:25])=[CH:10][C:9]([F:26])=[CH:8][C:7]=1Br)(=[O:3])[CH3:2].[CH3:28][C@H:29]1[CH2:34][N:33]([CH:35]2[CH2:38][O:37][CH2:36]2)[C@H:32]([CH3:39])[CH2:31][N:30]1[C:40]1[CH:41]=[CH:42][C:43]([NH:46][C:47]2[C:48](=[O:63])[N:49]([CH3:62])[CH:50]=[C:51](B3OC(C)(C)C(C)(C)O3)[CH:52]=2)=[N:44][CH:45]=1.[O-]P([O-])([O-])=O.[K+].[K+].[K+].O.O.O.C([O-])(=O)C.[Na+]. The catalyst is C1C=CC(P(C2C=CC=CC=2)[C-]2C=CC=C2)=CC=1.C1C=CC(P(C2C=CC=CC=2)[C-]2C=CC=C2)=CC=1.Cl[Pd]Cl.[Fe+2].C(#N)C.O. The product is [C:1]([O:4][CH2:5][C:6]1[C:11]([N:12]2[CH2:24][CH2:23][C:22]3[N:21]4[C:16]([CH2:17][CH2:18][CH2:19][CH2:20]4)=[CH:15][C:14]=3[C:13]2=[O:25])=[CH:10][C:9]([F:26])=[CH:8][C:7]=1[C:51]1[CH:52]=[C:47]([NH:46][C:43]2[CH:42]=[CH:41][C:40]([N:30]3[CH2:31][C@@H:32]([CH3:39])[N:33]([CH:35]4[CH2:38][O:37][CH2:36]4)[CH2:34][C@@H:29]3[CH3:28])=[CH:45][N:44]=2)[C:48](=[O:63])[N:49]([CH3:62])[CH:50]=1)(=[O:3])[CH3:2]. The yield is 0.346. (2) The product is [F:20][CH2:19][CH2:18][N:14]1[CH2:15][CH2:16][N:11]([C:3]2[CH:4]=[CH:5][C:6]([N+:8]([O-:10])=[O:9])=[CH:7][C:2]=2[F:1])[CH2:12][CH2:13]1. The yield is 0.850. The catalyst is CN(C=O)C.CCOC(C)=O. The reactants are [F:1][C:2]1[CH:7]=[C:6]([N+:8]([O-:10])=[O:9])[CH:5]=[CH:4][C:3]=1[N:11]1[CH2:16][CH2:15][NH:14][CH2:13][CH2:12]1.Br[CH2:18][CH2:19][F:20].C(=O)([O-])[O-].[Na+].[Na+]. (3) The reactants are [Li+].[Br-].[CH3:3][O:4][C:5]1[CH:10]=[CH:9][CH:8]=[C:7]([NH2:11])[CH:6]=1.[CH3:12][C:13]1[CH:21]=[CH:20][C:19]2[N:18]([CH2:22][CH:23]3[CH2:25][O:24]3)[C:17]3[CH2:26][CH2:27][N:28]([C:30]([O:32][CH2:33][CH3:34])=[O:31])[CH2:29][C:16]=3[C:15]=2[CH:14]=1. No catalyst specified. The product is [OH:24][CH:23]([CH2:25][NH:11][C:7]1[CH:8]=[CH:9][CH:10]=[C:5]([O:4][CH3:3])[CH:6]=1)[CH2:22][N:18]1[C:19]2[CH:20]=[CH:21][C:13]([CH3:12])=[CH:14][C:15]=2[C:16]2[CH2:29][N:28]([C:30]([O:32][CH2:33][CH3:34])=[O:31])[CH2:27][CH2:26][C:17]1=2. The yield is 0.670. (4) The reactants are [F:1][C:2]1[CH:11]=[CH:10][C:9]([CH3:12])=[CH:8][C:3]=1[C:4]([NH:6][NH2:7])=[O:5].[Cl:13][CH2:14][C:15](OCC)(OCC)OCC. No catalyst specified. The yield is 0.660. The product is [Cl:13][CH2:14][C:15]1[O:5][C:4]([C:3]2[CH:8]=[C:9]([CH3:12])[CH:10]=[CH:11][C:2]=2[F:1])=[N:6][N:7]=1. (5) The reactants are [F:1][C:2]([F:18])([F:17])[C:3]1[CH:4]=[C:5]([C:9]2([CH:15]=O)[CH2:14][CH2:13][CH2:12][CH2:11][CH2:10]2)[CH:6]=[CH:7][CH:8]=1.[CH3:19][NH2:20]. No catalyst specified. The product is [CH3:19][NH:20][CH2:15][C:9]1([C:5]2[CH:6]=[CH:7][CH:8]=[C:3]([C:2]([F:18])([F:17])[F:1])[CH:4]=2)[CH2:14][CH2:13][CH2:12][CH2:11][CH2:10]1. The yield is 0.450. (6) The reactants are FC(F)(F)S(O[C:7]1[CH:12]=[CH:11][C:10]([N:13]2[CH:18]=[C:17]([O:19][CH3:20])[C:16](=[O:21])[C:15]([C:22]3[N:26]([C:27]4[CH:32]=[CH:31][CH:30]=[CH:29][CH:28]=4)[N:25]=[CH:24][CH:23]=3)=[N:14]2)=[C:9]([F:33])[CH:8]=1)(=O)=O.[O:36]1[CH2:41][CH:40]=[C:39](B2OC(C)(C)C(C)(C)O2)[CH2:38][CH2:37]1.C([O-])([O-])=O.[Na+].[Na+].COCCOC. The catalyst is C1C=CC([P]([Pd]([P](C2C=CC=CC=2)(C2C=CC=CC=2)C2C=CC=CC=2)([P](C2C=CC=CC=2)(C2C=CC=CC=2)C2C=CC=CC=2)[P](C2C=CC=CC=2)(C2C=CC=CC=2)C2C=CC=CC=2)(C2C=CC=CC=2)C2C=CC=CC=2)=CC=1.O. The product is [O:36]1[CH2:37][CH:38]=[C:39]([C:7]2[CH:12]=[CH:11][C:10]([N:13]3[CH:18]=[C:17]([O:19][CH3:20])[C:16](=[O:21])[C:15]([C:22]4[N:26]([C:27]5[CH:32]=[CH:31][CH:30]=[CH:29][CH:28]=5)[N:25]=[CH:24][CH:23]=4)=[N:14]3)=[C:9]([F:33])[CH:8]=2)[CH2:40][CH2:41]1. The yield is 0.910. (7) The reactants are [Cl:1][C:2]1[N:7]=[C:6]([NH:8]C(=O)C(C)(C)C)[CH:5]=[CH:4][C:3]=1[CH3:15].C([O-])(O)=O.[Na+]. The catalyst is Cl. The product is [Cl:1][C:2]1[N:7]=[C:6]([NH2:8])[CH:5]=[CH:4][C:3]=1[CH3:15]. The yield is 0.360. (8) The reactants are [CH2:1]([O:3][C:4](=[O:41])[C:5]([CH3:40])([CH3:39])[CH2:6][CH2:7][CH2:8][CH2:9][CH2:10][CH2:11][C:12]([N+]#[C-])(S(C1C=CC(C)=CC=1)(=O)=O)[CH2:13][CH2:14][CH2:15][CH2:16][CH2:17][CH2:18][C:19]([CH3:26])([CH3:25])[C:20]([O:22][CH2:23][CH3:24])=[O:21])[CH3:2].Cl.[OH2:43]. The catalyst is C(Cl)Cl. The product is [CH2:1]([O:3][C:4](=[O:41])[C:5]([CH3:40])([CH3:39])[CH2:6][CH2:7][CH2:8][CH2:9][CH2:10][CH2:11][C:12](=[O:43])[CH2:13][CH2:14][CH2:15][CH2:16][CH2:17][CH2:18][C:19]([CH3:26])([CH3:25])[C:20]([O:22][CH2:23][CH3:24])=[O:21])[CH3:2]. The yield is 0.400. (9) The reactants are [CH:1]1[C:10]2[C:5](=[CH:6][CH:7]=[CH:8][CH:9]=2)[CH:4]=[CH:3][C:2]=1[C:11]#[C:12][CH2:13][OH:14].C[N+]1([O-])CCOCC1.C(=O)(O)[O-].[Na+]. The catalyst is C([N+](CCC)(CCC)CCC)CC.ClCCl. The product is [CH:1]1[C:10]2[C:5](=[CH:6][CH:7]=[CH:8][CH:9]=2)[CH:4]=[CH:3][C:2]=1[C:11]#[C:12][CH:13]=[O:14]. The yield is 0.810. (10) The reactants are [Si]([O:8][CH2:9][CH:10]([CH2:35][O:36][CH2:37][CH2:38][CH2:39][CH2:40][CH2:41][CH2:42][CH2:43][CH2:44][CH2:45][CH2:46][CH2:47][CH2:48][CH2:49][CH2:50][CH2:51][CH3:52])[O:11][C:12](=[O:34])[CH:13]=[CH:14][CH:15]=[CH:16][CH:17]=[CH:18][CH:19]=[CH:20][CH:21]=[CH:22][CH:23]=[CH:24][CH2:25][CH2:26][CH2:27][CH2:28][CH2:29][CH2:30][CH2:31][CH2:32][CH3:33])(C(C)(C)C)(C)C.C(O)(=O)C.CCCC[N+](CCCC)(CCCC)CCCC.[F-].O. The catalyst is C1COCC1. The product is [C:12]([O:11][CH:10]([CH2:9][OH:8])[CH2:35][O:36][CH2:37][CH2:38][CH2:39][CH2:40][CH2:41][CH2:42][CH2:43][CH2:44][CH2:45][CH2:46][CH2:47][CH2:48][CH2:49][CH2:50][CH2:51][CH3:52])(=[O:34])/[CH:13]=[CH:14]\[CH:15]=[CH:16][CH:17]=[CH:18][CH:19]=[CH:20][CH:21]=[CH:22][CH:23]=[CH:24][CH2:25][CH2:26][CH2:27][CH2:28][CH2:29][CH2:30][CH2:31][CH2:32][CH3:33]. The yield is 0.480.